Dataset: Forward reaction prediction with 1.9M reactions from USPTO patents (1976-2016). Task: Predict the product of the given reaction. (1) Given the reactants [CH3:1][C:2]1[NH:6][NH:5][C:4](=[O:7])[C:3]=1[CH2:8][C:9]1[CH:14]=[CH:13][C:12]([CH3:15])=[CH:11][CH:10]=1.[CH3:16][C:17]1[NH:21][N:20]=[C:19]([O:22][C@@H:23]2[O:40][C@H:39]([CH2:41][O:42][C:43](=[O:45])[CH3:44])[C@@H:34]([O:35][C:36](=[O:38])[CH3:37])[C@H:29]([O:30][C:31](=[O:33])[CH3:32])[C@H:24]2[O:25][C:26](=[O:28])[CH3:27])[C:18]=1[CH2:46][C:47]1[CH:52]=[CH:51][C:50]([CH3:53])=[CH:49][CH:48]=1, predict the reaction product. The product is: [CH3:16][C:17]1[NH:21][N:20]=[C:19]([O:22][C@@H:23]2[O:40][C@H:39]([CH2:41][O:42][C:43](=[O:45])[CH3:44])[C@@H:34]([O:35][C:36](=[O:38])[CH3:37])[C@H:29]([O:30][C:31](=[O:33])[CH3:32])[C@H:24]2[O:25][C:26](=[O:28])[CH3:27])[C:18]=1[CH2:46][C:47]1[CH:48]=[CH:49][C:50]([CH3:53])=[CH:51][CH:52]=1.[C@@H:23]1([O:7][C:4]2[C:3]([CH2:8][C:9]3[CH:10]=[CH:11][C:12]([CH3:15])=[CH:13][CH:14]=3)=[C:2]([CH3:1])[NH:6][N:5]=2)[O:40][C@H:39]([CH2:41][OH:42])[C@@H:34]([OH:35])[C@H:29]([OH:30])[C@H:24]1[OH:25]. (2) Given the reactants [CH3:1][C:2]1[N:7]=[C:6]([CH:8]=O)[CH:5]=[CH:4][CH:3]=1.[NH:10]([C:12]1[CH:17]=[CH:16][CH:15]=[CH:14][N:13]=1)[NH2:11], predict the reaction product. The product is: [CH3:1][C:2]1[N:7]=[C:6]([CH:8]=[N:11][NH:10][C:12]2[CH:17]=[CH:16][CH:15]=[CH:14][N:13]=2)[CH:5]=[CH:4][CH:3]=1. (3) Given the reactants [C:1]1([C@H:7]2[C@@H:11]([C:12]3[CH:17]=[CH:16][CH:15]=[CH:14][CH:13]=3)[NH:10][C:9](=[S:18])[NH:8]2)[CH:6]=[CH:5][CH:4]=[CH:3][CH:2]=1.[CH3:19][C:20]1[C:27]([CH3:28])=[C:26]([CH3:29])[C:25]([CH3:30])=[C:24]([CH3:31])[C:21]=1[CH2:22][Cl:23], predict the reaction product. The product is: [ClH:23].[CH3:22][C:21]1[C:20]([CH3:19])=[C:27]([CH3:28])[C:26]([CH3:29])=[C:25]([CH3:30])[C:24]=1[CH2:31][S:18][C:9]1[NH:8][C@H:7]([C:1]2[CH:2]=[CH:3][CH:4]=[CH:5][CH:6]=2)[C@H:11]([C:12]2[CH:13]=[CH:14][CH:15]=[CH:16][CH:17]=2)[N:10]=1. (4) Given the reactants C1(P(C2C=CC=CC=2)C2C=CC3C(=CC=CC=3)C=2C2C3C(=CC=CC=3)C=CC=2P(C2C=CC=CC=2)C2C=CC=CC=2)C=CC=CC=1.[Cl:47][C:48]1[CH:54]=[CH:53][C:51]([NH2:52])=[C:50]([O:55][CH3:56])[CH:49]=1.I[C:58]1[CH:63]=[CH:62][C:61]([Cl:64])=[CH:60][CH:59]=1.CC(C)([O-])C.[Na+], predict the reaction product. The product is: [Cl:47][C:48]1[CH:54]=[CH:53][C:51]([NH:52][C:58]2[CH:63]=[CH:62][C:61]([Cl:64])=[CH:60][CH:59]=2)=[C:50]([O:55][CH3:56])[CH:49]=1. (5) The product is: [F:1][C:2]1[CH:7]=[CH:6][C:5]([CH2:8][CH:9]([NH:13][CH:20]=[O:21])[CH:10]([CH3:11])[CH3:12])=[CH:4][C:3]=1[O:14][CH2:15][CH2:16][CH2:17][O:18][CH3:19]. Given the reactants [F:1][C:2]1[CH:7]=[CH:6][C:5]([CH2:8][CH:9]([NH2:13])[CH:10]([CH3:12])[CH3:11])=[CH:4][C:3]=1[O:14][CH2:15][CH2:16][CH2:17][O:18][CH3:19].[CH:20](O)=[O:21], predict the reaction product. (6) The product is: [Cl:26][C:9]1[C:8]([CH3:27])=[C:7]([C:28](=[O:30])[CH3:29])[C:6]([O:5][CH2:4][CH2:3][CH2:2][N:31]2[CH2:36][CH2:35][O:34][CH2:33][CH2:32]2)=[C:11]([O:12][CH2:13][CH2:14][CH:15]([C:17]2[CH:22]=[CH:21][C:20]([F:23])=[CH:19][CH:18]=2)[CH3:16])[C:10]=1[O:24][CH3:25]. Given the reactants Br[CH2:2][CH2:3][CH2:4][O:5][C:6]1[C:11]([O:12][CH2:13][CH2:14][CH:15]([C:17]2[CH:22]=[CH:21][C:20]([F:23])=[CH:19][CH:18]=2)[CH3:16])=[C:10]([O:24][CH3:25])[C:9]([Cl:26])=[C:8]([CH3:27])[C:7]=1[C:28](=[O:30])[CH3:29].[NH:31]1[CH2:36][CH2:35][O:34][CH2:33][CH2:32]1, predict the reaction product. (7) Given the reactants [CH3:1][O:2][C:3]([C:5]1[C:6]2[C:7](I)=[CH:8][N:9]([S:14]([C:17]3[CH:22]=[CH:21][C:20]([CH3:23])=[CH:19][CH:18]=3)(=[O:16])=[O:15])[C:10]=2[CH:11]=[CH:12][CH:13]=1)=[O:4].C([Sn](CCCC)(CCCC)[C:30]1[C:38]2[C:33](=[CH:34][CH:35]=[CH:36][CH:37]=2)[N:32]([S:39]([C:42]2[CH:47]=[CH:46][C:45]([CH3:48])=[CH:44][CH:43]=2)(=[O:41])=[O:40])[CH:31]=1)CCC, predict the reaction product. The product is: [CH3:1][O:2][C:3]([C:5]1[C:6]2[C:7]([C:30]3[C:38]4[C:33](=[CH:34][CH:35]=[CH:36][CH:37]=4)[N:32]([S:39]([C:42]4[CH:47]=[CH:46][C:45]([CH3:48])=[CH:44][CH:43]=4)(=[O:41])=[O:40])[CH:31]=3)=[CH:8][N:9]([S:14]([C:17]3[CH:22]=[CH:21][C:20]([CH3:23])=[CH:19][CH:18]=3)(=[O:16])=[O:15])[C:10]=2[CH:11]=[CH:12][CH:13]=1)=[O:4]. (8) Given the reactants O=[C:2]1[CH2:6][CH2:5][CH:4]([CH:7]=[CH2:8])[CH:3]1[C:9]([O:11][CH2:12][CH3:13])=[O:10].C([O-])(=O)C.[NH4+:18], predict the reaction product. The product is: [NH2:18][C:2]1[CH2:6][CH2:5][CH:4]([CH:7]=[CH2:8])[C:3]=1[C:9]([O:11][CH2:12][CH3:13])=[O:10]. (9) Given the reactants FC(F)(F)C(O)=O.C([SiH](CC)CC)C.[CH3:15][O:16][C:17]([C:19]1[CH:20]=[C:21]2[C:25](=[CH:26][CH:27]=1)[NH:24][C:23]([CH3:28])=[CH:22]2)=[O:18].[Cl:29][C:30]1[CH:37]=[C:36]([O:38][CH2:39][CH3:40])[CH:35]=[CH:34][C:31]=1[CH:32]=O, predict the reaction product. The product is: [Cl:29][C:30]1[CH:37]=[C:36]([O:38][CH2:39][CH3:40])[CH:35]=[CH:34][C:31]=1[CH2:32][C:22]1[C:21]2[C:25](=[CH:26][CH:27]=[C:19]([C:17]([O:16][CH3:15])=[O:18])[CH:20]=2)[NH:24][C:23]=1[CH3:28]. (10) Given the reactants Br[C:2]1[CH:3]=[C:4]([C:12]([O:14][CH3:15])=[O:13])[CH:5]=[C:6]([CH:11]=1)[C:7]([O:9][CH3:10])=[O:8].[CH3:16][C:17]1[CH:18]=[CH:19][C:20](B2OC(C)(C)C(C)(C)O2)=[C:21]([CH:24]=1)[C:22]#[N:23].C1(C)C=CC=CC=1.C(=O)([O-])[O-].[Cs+].[Cs+], predict the reaction product. The product is: [C:22]([C:21]1[CH:24]=[C:17]([CH3:16])[CH:18]=[CH:19][C:20]=1[C:2]1[CH:3]=[C:4]([C:12]([O:14][CH3:15])=[O:13])[CH:5]=[C:6]([C:7]([O:9][CH3:10])=[O:8])[CH:11]=1)#[N:23].